From a dataset of Peptide-MHC class I binding affinity with 185,985 pairs from IEDB/IMGT. Regression. Given a peptide amino acid sequence and an MHC pseudo amino acid sequence, predict their binding affinity value. This is MHC class I binding data. The binding affinity (normalized) is 0.806. The MHC is H-2-Db with pseudo-sequence H-2-Db. The peptide sequence is AAFTNHNYI.